This data is from Full USPTO retrosynthesis dataset with 1.9M reactions from patents (1976-2016). The task is: Predict the reactants needed to synthesize the given product. (1) Given the product [CH3:34][C:31]([O:30][C:28]([N:19]([C:9]1[C:10]([O:17][CH3:18])=[N:11][C:12]([O:15][CH3:16])=[N:13][CH:14]=1)[NH:20][C:21]([O:23][C:24]([CH3:27])([CH3:26])[CH3:25])=[O:22])=[O:29])([CH3:32])[CH3:33], predict the reactants needed to synthesize it. The reactants are: C([Mg]Cl)(C)C.[Cl-].[Li+].Br[C:9]1[C:10]([O:17][CH3:18])=[N:11][C:12]([O:15][CH3:16])=[N:13][CH:14]=1.[N:19]([C:28]([O:30][C:31]([CH3:34])([CH3:33])[CH3:32])=[O:29])=[N:20][C:21]([O:23][C:24]([CH3:27])([CH3:26])[CH3:25])=[O:22]. (2) Given the product [C:15]([O:14][C:12]([N:8]1[CH:7]([C:19]([OH:21])=[O:20])[CH2:6][C:5]2[C:10](=[CH:11][C:2]([NH:1][C:27]([O:26][C:22]([CH3:25])([CH3:24])[CH3:23])=[O:28])=[CH:3][CH:4]=2)[CH2:9]1)=[O:13])([CH3:16])([CH3:17])[CH3:18], predict the reactants needed to synthesize it. The reactants are: [NH2:1][C:2]1[CH:11]=[C:10]2[C:5]([CH2:6][CH:7]([C:19]([OH:21])=[O:20])[N:8]([C:12]([O:14][C:15]([CH3:18])([CH3:17])[CH3:16])=[O:13])[CH2:9]2)=[CH:4][CH:3]=1.[C:22]([O:26][C:27](O[C:27]([O:26][C:22]([CH3:25])([CH3:24])[CH3:23])=[O:28])=[O:28])([CH3:25])([CH3:24])[CH3:23]. (3) Given the product [CH3:1][C:2]([CH3:19])([CH2:7][CH2:8][CH2:9][CH2:10][CH2:11][CH2:12][CH2:13][CH2:14][CH2:15][CH2:16][CH2:17][CH3:18])[C:3]([OH:5])=[O:4], predict the reactants needed to synthesize it. The reactants are: [CH3:1][C:2]([CH3:19])([CH2:7][CH2:8][CH2:9][CH2:10][CH2:11][CH2:12][CH2:13][CH2:14][CH2:15][CH2:16][CH2:17][CH3:18])[C:3]([O:5]C)=[O:4].[OH-].[Na+].Cl.C(OCC)(=O)C. (4) Given the product [NH:1]1[C:9]2[C:4](=[CH:5][C:6]([C:10]([OH:12])=[O:11])=[CH:7][CH:8]=2)[CH2:3][C:2]1=[O:31], predict the reactants needed to synthesize it. The reactants are: [NH:1]1[C:9]2[C:4](=[CH:5][C:6]([C:10]([OH:12])=[O:11])=[CH:7][CH:8]=2)[CH:3]=[CH:2]1.[Br-].[Li+].BrBr.BrBr.[Li+].[Br-].N1C2C(=CC=CC=2)C=C1C(O)=[O:31].